Dataset: Peptide-MHC class I binding affinity with 185,985 pairs from IEDB/IMGT. Task: Regression. Given a peptide amino acid sequence and an MHC pseudo amino acid sequence, predict their binding affinity value. This is MHC class I binding data. The peptide sequence is IYYFDGNSW. The MHC is HLA-A24:02 with pseudo-sequence HLA-A24:02. The binding affinity (normalized) is 0.595.